This data is from Full USPTO retrosynthesis dataset with 1.9M reactions from patents (1976-2016). The task is: Predict the reactants needed to synthesize the given product. (1) Given the product [C:2]([C@@H:4]1[CH2:8][C@@H:7]([OH:9])[CH2:6][N:5]1[C:10](=[O:34])[C@@H:11]([NH:16][C:17]([O:19][CH2:20][C:21]1[C:33]2[CH2:32][C:31]3[C:26](=[CH:27][CH:28]=[CH:29][CH:30]=3)[C:25]=2[CH:24]=[CH:23][CH:22]=1)=[O:18])[C@@H:12]([CH3:15])[CH2:13][CH3:14])#[N:1], predict the reactants needed to synthesize it. The reactants are: [NH2:1][C:2]([C@@H:4]1[CH2:8][C@@H:7]([OH:9])[CH2:6][N:5]1[C:10](=[O:34])[C@@H:11]([NH:16][C:17]([O:19][CH2:20][C:21]1[C:33]2[CH2:32][C:31]3[C:26](=[CH:27][CH:28]=[CH:29][CH:30]=3)[C:25]=2[CH:24]=[CH:23][CH:22]=1)=[O:18])[C@@H:12]([CH3:15])[CH2:13][CH3:14])=O.FC(F)(F)C(OC(=O)C(F)(F)F)=O. (2) Given the product [CH:11]([CH2:7][C:6](=[CH2:8])[C:5]([OH:10])=[O:9])=[CH:12][C:13]1[CH:18]=[CH:17][CH:16]=[CH:15][CH:14]=1.[C:35]([O:39][CH2:40][CH2:41][CH2:42][CH3:43])(=[O:38])[CH:36]=[CH2:37].[Na:1].[C:29]([OH:34])(=[O:33])[C:30]([CH3:32])=[CH2:31].[S:44]([O-:48])([O-:47])(=[O:46])=[O:45].[CH:19]([C:21]1[CH:26]=[CH:25][CH:24]=[CH:23][C:22]=1[CH:27]=[CH2:28])=[CH2:20], predict the reactants needed to synthesize it. The reactants are: [Na:1].C1OC1.[C:5]([OH:10])(=[O:9])[C:6]([CH3:8])=[CH2:7].[CH2:11]=[CH:12][C:13]1[CH:18]=[CH:17][CH:16]=[CH:15][CH:14]=1.[CH:19]([C:21]1[CH:26]=[CH:25][CH:24]=[CH:23][C:22]=1[CH:27]=[CH2:28])=[CH2:20].[C:29]([OH:34])(=[O:33])[C:30]([CH3:32])=[CH2:31].[C:35]([O:39][CH2:40][CH2:41][CH2:42][CH3:43])(=[O:38])[CH:36]=[CH2:37].[S:44]([O:48][O:47][S:44]([O-:48])(=[O:46])=[O:45])([O-:47])(=[O:46])=[O:45].[NH4+].[NH4+]. (3) Given the product [S:1]1[C:5]2[CH:6]=[CH:7][C:8]([CH:10]([C:17]3[C:25]4[C:20](=[C:21]([CH2:26][S:27][CH3:28])[CH:22]=[CH:23][CH:24]=4)[NH:19][CH:18]=3)[CH2:11][CH2:12][OH:13])=[CH:9][C:4]=2[CH:3]=[CH:2]1, predict the reactants needed to synthesize it. The reactants are: [S:1]1[C:5]2[CH:6]=[CH:7][C:8]([CH:10]([C:17]3[C:25]4[C:20](=[C:21]([CH2:26][S:27][CH3:28])[CH:22]=[CH:23][CH:24]=4)[NH:19][CH:18]=3)[CH2:11][C:12](OCC)=[O:13])=[CH:9][C:4]=2[CH:3]=[CH:2]1.ClC1C=CC(C(C2C3C(=C(CSC)C(F)=CC=3)NC=2)CCO)=CC=1. (4) Given the product [O:23]1[CH2:24][CH2:25][N:26]([S:29]([C:32]2[CH:33]=[CH:34][C:35]([NH:38][C:39]([N:17]3[CH2:18][CH2:19][N:14]([C:11]4[N:12]=[CH:13][C:8]5[C:6](=[O:7])[C:5]([C:20]([OH:22])=[O:21])=[CH:4][N:3]([CH2:2][CH3:1])[C:9]=5[N:10]=4)[CH2:15][CH2:16]3)=[S:40])=[CH:36][CH:37]=2)(=[O:31])=[O:30])[CH2:27][CH2:28]1, predict the reactants needed to synthesize it. The reactants are: [CH3:1][CH2:2][N:3]1[C:9]2[N:10]=[C:11]([N:14]3[CH2:19][CH2:18][NH:17][CH2:16][CH2:15]3)[N:12]=[CH:13][C:8]=2[C:6](=[O:7])[C:5]([C:20]([OH:22])=[O:21])=[CH:4]1.[O:23]1[CH2:28][CH2:27][N:26]([S:29]([C:32]2[CH:37]=[CH:36][C:35]([N:38]=[C:39]=[S:40])=[CH:34][CH:33]=2)(=[O:31])=[O:30])[CH2:25][CH2:24]1.C(N(CC)CC)C.